This data is from Full USPTO retrosynthesis dataset with 1.9M reactions from patents (1976-2016). The task is: Predict the reactants needed to synthesize the given product. (1) The reactants are: [F:1][C:2]1[CH:3]=[C:4]([C:8]2[S:9][C:10]([N:13]([CH3:21])[C:14]([NH:16][CH2:17][CH2:18][S:19][CH3:20])=[O:15])=[CH:11][N:12]=2)[CH:5]=[N:6][CH:7]=1.[H-].[Na+].I[CH3:25]. Given the product [F:1][C:2]1[CH:3]=[C:4]([C:8]2[S:9][C:10]([N:13]([CH3:21])[C:14]([N:16]([CH3:25])[CH2:17][CH2:18][S:19][CH3:20])=[O:15])=[CH:11][N:12]=2)[CH:5]=[N:6][CH:7]=1, predict the reactants needed to synthesize it. (2) Given the product [CH2:32]([N:1]1[CH2:4][CH:3]([C:5]2[CH:10]=[C:9]([F:11])[CH:8]=[CH:7][C:6]=2[S:12]([NH:15][C:16]2[C:25]([C:26]([O:28][CH3:29])=[O:27])=[C:24]3[C:19]([CH:20]4[CH2:30][CH:21]4[CH2:22][O:23]3)=[CH:18][CH:17]=2)(=[O:13])=[O:14])[CH2:2]1)[CH3:33], predict the reactants needed to synthesize it. The reactants are: [NH:1]1[CH2:4][CH:3]([C:5]2[CH:10]=[C:9]([F:11])[CH:8]=[CH:7][C:6]=2[S:12]([NH:15][C:16]2[C:25]([C:26]([O:28][CH3:29])=[O:27])=[C:24]3[C:19]([CH:20]4[CH2:30][CH:21]4[CH2:22][O:23]3)=[CH:18][CH:17]=2)(=[O:14])=[O:13])[CH2:2]1.I[CH2:32][CH3:33].C(=O)([O-])[O-].[K+].[K+]. (3) Given the product [Br:1][CH2:2][CH2:3][CH2:4][C:5]([O:15][CH2:8][C:9]1[CH:14]=[CH:13][CH:12]=[CH:11][CH:10]=1)=[O:6], predict the reactants needed to synthesize it. The reactants are: [Br:1][CH2:2][CH2:3][CH2:4][C:5](Cl)=[O:6].[CH2:8]([OH:15])[C:9]1[CH:14]=[CH:13][CH:12]=[CH:11][CH:10]=1.C(=O)([O-])[O-].[K+].[K+].O.